From a dataset of NCI-60 drug combinations with 297,098 pairs across 59 cell lines. Regression. Given two drug SMILES strings and cell line genomic features, predict the synergy score measuring deviation from expected non-interaction effect. (1) Drug 1: C1CCN(CC1)CCOC2=CC=C(C=C2)C(=O)C3=C(SC4=C3C=CC(=C4)O)C5=CC=C(C=C5)O. Drug 2: CC1=C(C=C(C=C1)C(=O)NC2=CC(=CC(=C2)C(F)(F)F)N3C=C(N=C3)C)NC4=NC=CC(=N4)C5=CN=CC=C5. Cell line: OVCAR3. Synergy scores: CSS=-0.676, Synergy_ZIP=1.97, Synergy_Bliss=1.44, Synergy_Loewe=-3.26, Synergy_HSA=-2.81. (2) Drug 1: CC12CCC(CC1=CCC3C2CCC4(C3CC=C4C5=CN=CC=C5)C)O. Drug 2: CC1C(C(=O)NC(C(=O)N2CCCC2C(=O)N(CC(=O)N(C(C(=O)O1)C(C)C)C)C)C(C)C)NC(=O)C3=C4C(=C(C=C3)C)OC5=C(C(=O)C(=C(C5=N4)C(=O)NC6C(OC(=O)C(N(C(=O)CN(C(=O)C7CCCN7C(=O)C(NC6=O)C(C)C)C)C)C(C)C)C)N)C. Cell line: HCT-15. Synergy scores: CSS=25.4, Synergy_ZIP=5.48, Synergy_Bliss=6.96, Synergy_Loewe=4.03, Synergy_HSA=4.12.